Dataset: Full USPTO retrosynthesis dataset with 1.9M reactions from patents (1976-2016). Task: Predict the reactants needed to synthesize the given product. (1) Given the product [CH3:1][O:2][C:3](=[O:15])[CH2:4][C:5]1[CH:10]=[C:9]([O:11][C:29]2[CH:30]=[C:31]([C:35]3[CH:40]=[CH:39][C:38]([C:41]([F:44])([F:43])[F:42])=[CH:37][CH:36]=3)[CH:32]=[CH:33][CH:34]=2)[CH:8]=[C:7]([O:12][CH2:13][CH3:14])[CH:6]=1, predict the reactants needed to synthesize it. The reactants are: [CH3:1][O:2][C:3](=[O:15])[CH2:4][C:5]1[CH:10]=[C:9]([OH:11])[CH:8]=[C:7]([O:12][CH2:13][CH3:14])[CH:6]=1.O1CCOCC1.C(=O)([O-])[O-].[Cs+].[Cs+].Br[C:29]1[CH:30]=[C:31]([C:35]2[CH:40]=[CH:39][C:38]([C:41]([F:44])([F:43])[F:42])=[CH:37][CH:36]=2)[CH:32]=[CH:33][CH:34]=1.CN(CC(O)=O)C.[Cl-].[NH4+].[OH-].[NH4+]. (2) Given the product [F:25][C:26]1[CH:31]=[CH:30][C:29]([F:32])=[CH:28][C:27]=1[N:33]1[C:5]([C:7]2[C:12](=[O:13])[CH:11]=[CH:10][N:9]([C:14]3[CH:19]=[CH:18][CH:17]=[C:16]([C:20]([F:23])([F:22])[F:21])[CH:15]=3)[N:8]=2)=[CH:4][CH:3]=[N:2]1, predict the reactants needed to synthesize it. The reactants are: C[N:2](C)/[CH:3]=[CH:4]/[C:5]([C:7]1[C:12](=[O:13])[CH:11]=[CH:10][N:9]([C:14]2[CH:19]=[CH:18][CH:17]=[C:16]([C:20]([F:23])([F:22])[F:21])[CH:15]=2)[N:8]=1)=O.[F:25][C:26]1[CH:31]=[CH:30][C:29]([F:32])=[CH:28][C:27]=1[NH:33]N. (3) Given the product [I:22][C:6]1[CH:5]=[CH:4][C:3]([O:2][CH3:1])=[C:11]2[C:7]=1[C:8]1[CH:15]=[C:14]([CH3:16])[CH:13]=[N:12][C:9]=1[NH:10]2, predict the reactants needed to synthesize it. The reactants are: [CH3:1][O:2][C:3]1[CH:4]=[CH:5][CH:6]=[C:7]2[C:11]=1[NH:10][C:9]1[N:12]=[CH:13][C:14]([CH3:16])=[CH:15][C:8]2=1.CS(O)(=O)=O.[I:22]N1C(=O)CCC1=O.S([O-])([O-])=O.[Na+].[Na+].[OH-].[Na+]. (4) Given the product [CH2:1]([NH:8][C:9]1[C:14]2=[C:15]([C:18]3[CH:19]=[CH:20][CH:21]=[CH:22][CH:23]=3)[CH:16]=[CH:17][N:13]2[N:12]=[C:11]([C:24]2[CH:25]=[N:26][CH:27]=[C:28]([CH:32]=2)[C:29]([NH:57][CH:58]([CH2:63][S:64](=[O:67])(=[O:66])[NH2:65])[C:59]([O:61][CH3:62])=[O:60])=[O:31])[N:10]=1)[C:2]1[CH:3]=[CH:4][CH:5]=[CH:6][CH:7]=1, predict the reactants needed to synthesize it. The reactants are: [CH2:1]([NH:8][C:9]1[C:14]2=[C:15]([C:18]3[CH:23]=[CH:22][CH:21]=[CH:20][CH:19]=3)[CH:16]=[CH:17][N:13]2[N:12]=[C:11]([C:24]2[CH:25]=[N:26][CH:27]=[C:28]([CH:32]=2)[C:29]([OH:31])=O)[N:10]=1)[C:2]1[CH:7]=[CH:6][CH:5]=[CH:4][CH:3]=1.CN(C(ON1N=NC2C=CC=NC1=2)=[N+](C)C)C.F[P-](F)(F)(F)(F)F.[NH2:57][CH:58]([CH2:63][S:64](=[O:67])(=[O:66])[NH2:65])[C:59]([O:61][CH3:62])=[O:60]. (5) Given the product [Br:31][C:5]1[C:4]2[C:3]([CH:22]=[O:23])=[C:2]([CH3:1])[CH:10]=[C:9]([CH3:11])[C:8]=2[N:7]([S:12]([C:15]2[CH:21]=[CH:20][C:18]([CH3:19])=[CH:17][CH:16]=2)(=[O:14])=[O:13])[CH:6]=1, predict the reactants needed to synthesize it. The reactants are: [CH3:1][C:2]1[CH:10]=[C:9]([CH3:11])[C:8]2[N:7]([S:12]([C:15]3[CH:21]=[CH:20][C:18]([CH3:19])=[CH:17][CH:16]=3)(=[O:14])=[O:13])[CH:6]=[CH:5][C:4]=2[C:3]=1[CH:22]=[O:23].C1C(=O)N([Br:31])C(=O)C1. (6) Given the product [CH3:23][S:24]([O:9][CH2:8][CH:7]([CH2:10][CH2:11]/[CH:12]=[CH:13]\[CH2:14][CH3:15])[CH2:1][CH2:2]/[CH:3]=[CH:4]\[CH2:5][CH3:6])(=[O:26])=[O:25], predict the reactants needed to synthesize it. The reactants are: [CH2:1]([CH:7]([CH2:10][CH2:11]/[CH:12]=[CH:13]\[CH2:14][CH3:15])[CH2:8][OH:9])[CH2:2]/[CH:3]=[CH:4]\[CH2:5][CH3:6].C(N(CC)CC)C.[CH3:23][S:24](Cl)(=[O:26])=[O:25].